From a dataset of Full USPTO retrosynthesis dataset with 1.9M reactions from patents (1976-2016). Predict the reactants needed to synthesize the given product. (1) Given the product [C:20]([O:24][C:25](=[O:26])[NH:27][CH2:28][C:29]([N:7]1[CH2:6][CH2:5][C:4]2[C:9](=[C:10]([N:13]3[CH2:14][CH2:15][N:16]([CH3:19])[CH2:17][CH2:18]3)[CH:11]=[CH:12][C:3]=2[O:2][CH3:1])[CH2:8]1)=[O:30])([CH3:23])([CH3:21])[CH3:22], predict the reactants needed to synthesize it. The reactants are: [CH3:1][O:2][C:3]1[CH:12]=[CH:11][C:10]([N:13]2[CH2:18][CH2:17][N:16]([CH3:19])[CH2:15][CH2:14]2)=[C:9]2[C:4]=1[CH2:5][CH2:6][NH:7][CH2:8]2.[C:20]([O:24][C:25]([NH:27][CH2:28][C:29](O)=[O:30])=[O:26])([CH3:23])([CH3:22])[CH3:21].CN(C(ON1N=NC2C=CC=NC1=2)=[N+](C)C)C.F[P-](F)(F)(F)(F)F. (2) Given the product [N:1]1[CH:6]=[CH:5][CH:4]=[CH:3][C:2]=1[C:7]1[N:9]=[C:14]([OH:11])[C:15]2[CH:29]=[CH:28][NH:27][C:16]=2[N:8]=1, predict the reactants needed to synthesize it. The reactants are: [N:1]1[CH:6]=[CH:5][CH:4]=[CH:3][C:2]=1[C:7]([NH2:9])=[NH:8].C[O-:11].[Na+].Cl[C:14]1C=C(C2C=CC=C(C)N=2)N=[C:16]2[NH:27][CH:28]=[CH:29][C:15]=12.